From a dataset of Reaction yield outcomes from USPTO patents with 853,638 reactions. Predict the reaction yield, written as a fraction of the theoretical maximum amount of product (1.0 means a 100% yield; for example, 0.34 means a 34% yield). The reactants are [Br:1][C:2]1[CH:11]=[C:10]2[C:5]([N:6]=[CH:7][C:8](Cl)=[N:9]2)=[CH:4][CH:3]=1.[N:13]1([CH2:19][CH2:20][NH:21][C:22](=[O:28])[O:23][C:24]([CH3:27])([CH3:26])[CH3:25])[CH2:18][CH2:17][NH:16][CH2:15][CH2:14]1.O. The catalyst is CN(C)C=O. The product is [Br:1][C:2]1[CH:11]=[C:10]2[C:5]([N:6]=[CH:7][C:8]([N:16]3[CH2:17][CH2:18][N:13]([CH2:19][CH2:20][NH:21][C:22](=[O:28])[O:23][C:24]([CH3:26])([CH3:25])[CH3:27])[CH2:14][CH2:15]3)=[N:9]2)=[CH:4][CH:3]=1. The yield is 0.800.